This data is from Forward reaction prediction with 1.9M reactions from USPTO patents (1976-2016). The task is: Predict the product of the given reaction. (1) Given the reactants BrC1N=C([C@@H](NC(OC(C)(C)C)=O)CC2C=C(F)C=C(F)C=2)C(B(O)O)=CC=1.Br[C:30]1[CH:31]=[CH:32][C:33]([F:45])=[C:34]2[C:38]=1[N:37]([CH3:39])[N:36]=[C:35]2[NH:40][S:41]([CH3:44])(=[O:43])=[O:42].C([O:50][C:51]([NH:53][C@H:54]([C:64]1[C:69](B(O)O)=[CH:68][CH:67]=[C:66]([C:73]#[C:74][C:75]([OH:78])([CH3:77])[CH3:76])[N:65]=1)[CH2:55][C:56]1[CH:61]=[C:60]([F:62])[CH:59]=[C:58]([F:63])[CH:57]=1)=O)(C)(C)C.[F:79][C:80]1([F:97])[C:84]2[N:85]([CH2:92]C(O)=O)[N:86]=[C:87]([C:88]([F:91])([F:90])[F:89])[C:83]=2[C@H:82]2[CH2:96][C@@H:81]12, predict the reaction product. The product is: [F:97][C:80]1([F:79])[C:84]2[N:85]([CH2:92][C:51]([NH:53][C@H:54]([C:64]3[C:69]([C:30]4[CH:31]=[CH:32][C:33]([F:45])=[C:34]5[C:38]=4[N:37]([CH3:39])[N:36]=[C:35]5[NH:40][S:41]([CH3:44])(=[O:43])=[O:42])=[CH:68][CH:67]=[C:66]([C:73]#[C:74][C:75]([OH:78])([CH3:76])[CH3:77])[N:65]=3)[CH2:55][C:56]3[CH:61]=[C:60]([F:62])[CH:59]=[C:58]([F:63])[CH:57]=3)=[O:50])[N:86]=[C:87]([C:88]([F:91])([F:90])[F:89])[C:83]=2[C@H:82]2[CH2:96][C@@H:81]12. (2) The product is: [NH2:19][C:4]1[CH:5]=[C:6]([CH:17]=[CH:18][C:3]=1[NH:2][CH3:1])[O:7][C:8]1[CH:13]=[CH:12][N:11]=[C:10]([C:14]([NH2:16])=[O:15])[CH:9]=1. Given the reactants [CH3:1][NH:2][C:3]1[CH:18]=[CH:17][C:6]([O:7][C:8]2[CH:13]=[CH:12][N:11]=[C:10]([C:14]([NH2:16])=[O:15])[CH:9]=2)=[CH:5][C:4]=1[N+:19]([O-])=O, predict the reaction product. (3) Given the reactants Br[C:2]1[CH:3]=[C:4]([Cl:8])[CH:5]=[CH:6][CH:7]=1.[CH3:9][O:10][C:11]1[CH:20]=[C:19]2[C:14]([CH2:15][CH2:16][CH2:17][C:18]2=[O:21])=[CH:13][CH:12]=1.Cl, predict the reaction product. The product is: [Cl:8][C:4]1[CH:3]=[C:2]([C:18]2([OH:21])[C:19]3[C:14](=[CH:13][CH:12]=[C:11]([O:10][CH3:9])[CH:20]=3)[CH2:15][CH2:16][CH2:17]2)[CH:7]=[CH:6][CH:5]=1. (4) Given the reactants [H-].[Na+].[CH3:3][C:4]([CH3:33])([CH3:32])[CH:5]([C:20]1[CH:25]=[CH:24][C:23]([C:26]2[O:30][C:29](=[O:31])[NH:28][N:27]=2)=[CH:22][CH:21]=1)[C:6]1[CH:11]=[CH:10][C:9]([O:12][CH2:13][C:14]2[CH:19]=[CH:18][CH:17]=[CH:16][N:15]=2)=[CH:8][CH:7]=1.I[CH3:35], predict the reaction product. The product is: [CH3:3][C:4]([CH3:33])([CH3:32])[CH:5]([C:20]1[CH:25]=[CH:24][C:23]([C:26]2[O:30][C:29](=[O:31])[N:28]([CH3:35])[N:27]=2)=[CH:22][CH:21]=1)[C:6]1[CH:7]=[CH:8][C:9]([O:12][CH2:13][C:14]2[CH:19]=[CH:18][CH:17]=[CH:16][N:15]=2)=[CH:10][CH:11]=1. (5) Given the reactants ClCCCl.[N:5]([C:8]1[C:17]([C:18]2[CH:23]=[CH:22][C:21]([N+:24]([O-:26])=[O:25])=[CH:20][CH:19]=2)=[N:16][C:15]([Br:27])=[CH:14][C:9]=1[C:10]([O:12][CH3:13])=[O:11])=[N+]=[N-], predict the reaction product. The product is: [Br:27][C:15]1[CH:14]=[C:9]([C:10]([O:12][CH3:13])=[O:11])[C:8]2[NH:5][C:19]3[CH:20]=[C:21]([N+:24]([O-:26])=[O:25])[CH:22]=[CH:23][C:18]=3[C:17]=2[N:16]=1. (6) Given the reactants C(N(CC)CC)C.Cl.[NH:9]1[CH2:14][CH2:13][CH2:12][CH2:11][C:10]1=O.[Cl:16][C:17]1[CH:25]=[CH:24][C:20]([C:21](Cl)=[O:22])=[CH:19][CH:18]=1.[OH-:26].[K+], predict the reaction product. The product is: [Cl:16][C:17]1[CH:25]=[CH:24][C:20]([C:21]([N:9]2[CH2:14][CH2:13][C:12](=[O:26])[CH2:11][CH2:10]2)=[O:22])=[CH:19][CH:18]=1. (7) Given the reactants [C:1]([C:3]1[CH:4]=[C:5]([CH:8]=[CH:9][CH:10]=1)[CH:6]=[O:7])#[N:2].C1(C)C=CC(S(O)(=O)=O)=CC=1.[CH2:22](O)[CH2:23][OH:24], predict the reaction product. The product is: [O:7]1[CH2:22][CH2:23][O:24][CH:6]1[C:5]1[CH:4]=[C:3]([CH:10]=[CH:9][CH:8]=1)[C:1]#[N:2]. (8) The product is: [F:1][C:2]1[C:3]([CH2:11][OH:12])=[C:4]2[CH:10]=[CH:9][NH:8][C:5]2=[N:6][CH:7]=1. Given the reactants [F:1][C:2]1[CH:7]=[N:6][C:5]2[NH:8][CH:9]=[CH:10][C:4]=2[C:3]=1[C:11](OC)=[O:12].[H-].[Al+3].[Li+].[H-].[H-].[H-], predict the reaction product.